From a dataset of Catalyst prediction with 721,799 reactions and 888 catalyst types from USPTO. Predict which catalyst facilitates the given reaction. (1) Reactant: [F:1][C:2]([F:11])([CH:8](F)F)/[CH:3]=[CH:4]/[C:5]([OH:7])=O.C(Cl)(=O)C(Cl)=O.Cl.[CH3:19][C:20]1[O:24][N:23]=[C:22]([N:25]2[CH2:30][CH2:29][NH:28][CH2:27][CH2:26]2)[N:21]=1. Product: [F:11][C:2]([F:1])([CH3:8])/[CH:3]=[CH:4]/[C:5]([N:28]1[CH2:29][CH2:30][N:25]([C:22]2[N:21]=[C:20]([CH3:19])[O:24][N:23]=2)[CH2:26][CH2:27]1)=[O:7]. The catalyst class is: 139. (2) Reactant: C(OC(=O)[NH:7][C:8]1[C:9](=[O:36])[C:10]([O:28][CH2:29][C:30]2[CH:35]=[CH:34][CH:33]=[CH:32][CH:31]=2)=[C:11]2[C:16](=[O:17])[N:15]([CH2:18][C:19]3[CH:24]=[CH:23][C:22]([F:25])=[C:21]([Cl:26])[CH:20]=3)[CH2:14][CH2:13][N:12]2[CH:27]=1)(C)(C)C.Cl.O1CCOCC1. Product: [NH2:7][C:8]1[C:9](=[O:36])[C:10]([O:28][CH2:29][C:30]2[CH:31]=[CH:32][CH:33]=[CH:34][CH:35]=2)=[C:11]2[C:16](=[O:17])[N:15]([CH2:18][C:19]3[CH:24]=[CH:23][C:22]([F:25])=[C:21]([Cl:26])[CH:20]=3)[CH2:14][CH2:13][N:12]2[CH:27]=1. The catalyst class is: 12. (3) Reactant: [NH2:1][C:2]1[CH:10]=[CH:9][C:5]([C:6]([OH:8])=[O:7])=[CH:4][C:3]=1[CH3:11].[CH2:12](O)[CH3:13]. Product: [NH2:1][C:2]1[CH:10]=[CH:9][C:5]([C:6]([O:8][CH2:12][CH3:13])=[O:7])=[CH:4][C:3]=1[CH3:11]. The catalyst class is: 65. (4) Reactant: [CH:1]1([NH:6][C@H:7]([CH:12]2[CH2:14][CH2:13]2)[C:8]([O:10][CH3:11])=[O:9])[CH2:5][CH2:4][CH2:3][CH2:2]1.C([O-])([O-])=O.[K+].[K+].[Cl:21][C:22]1[N:27]=[C:26](Cl)[C:25]([N+:29]([O-:31])=[O:30])=[CH:24][N:23]=1. Product: [Cl:21][C:22]1[N:27]=[C:26]([N:6]([C@H:7]([CH:12]2[CH2:14][CH2:13]2)[C:8]([O:10][CH3:11])=[O:9])[CH:1]2[CH2:2][CH2:3][CH2:4][CH2:5]2)[C:25]([N+:29]([O-:31])=[O:30])=[CH:24][N:23]=1. The catalyst class is: 692.